Dataset: Forward reaction prediction with 1.9M reactions from USPTO patents (1976-2016). Task: Predict the product of the given reaction. (1) Given the reactants C(OC([N:8]1[CH2:13][CH2:12][N:11]([CH2:14][C:15]2[CH:20]=[CH:19][C:18]([C@@H:21]3[O:30][C:25]4=[N:26][CH:27]=[CH:28][CH:29]=[C:24]4[O:23][CH2:22]3)=[CH:17][CH:16]=2)[CH2:10][CH2:9]1)=O)(C)(C)C.[C:31](OC(N1C[C@@H]2CC[C@H]1CN2)=O)(C)(C)[CH3:32].N1(CC2C=CC([C@@H]3OC4=NC=CC=C4OC3)=CC=2)CCNCC1, predict the reaction product. The product is: [C@H:10]12[CH2:32][CH2:31][C@H:13]([NH:8][CH2:9]1)[CH2:12][N:11]2[CH2:14][C:15]1[CH:20]=[CH:19][C:18]([C@@H:21]2[O:30][C:25]3=[N:26][CH:27]=[CH:28][CH:29]=[C:24]3[O:23][CH2:22]2)=[CH:17][CH:16]=1. (2) Given the reactants [Na].[C:2]1([CH3:22])[CH:7]=[CH:6][C:5]([C:8]([NH:10][CH:11]([C:17]([O:19][CH2:20][CH3:21])=[O:18])[C:12]([O:14][CH2:15][CH3:16])=[O:13])=[O:9])=[CH:4][CH:3]=1.Br[CH2:24][CH2:25][CH2:26][CH2:27][Cl:28], predict the reaction product. The product is: [Cl:28][CH2:27][CH2:26][CH2:25][CH2:24][C:11]([C:17]([O:19][CH2:20][CH3:21])=[O:18])([NH:10][C:8]([C:5]1[CH:6]=[CH:7][C:2]([CH3:22])=[CH:3][CH:4]=1)=[O:9])[C:12]([O:14][CH2:15][CH3:16])=[O:13]. (3) Given the reactants [Cl:1][C:2]1[CH:7]=[CH:6][C:5]([C:8]2[C:14]3[C:15]([CH3:21])=[C:16](C(O)=O)[S:17][C:13]=3[N:12]3[C:22]([CH3:25])=[N:23][N:24]=[C:11]3[C@H:10]([CH2:26][C:27]([O:29][CH3:30])=[O:28])[N:9]=2)=[CH:4][CH:3]=1.O, predict the reaction product. The product is: [Cl:1][C:2]1[CH:7]=[CH:6][C:5]([C:8]2[C:14]3[C:15]([CH3:21])=[CH:16][S:17][C:13]=3[N:12]3[C:22]([CH3:25])=[N:23][N:24]=[C:11]3[C@H:10]([CH2:26][C:27]([O:29][CH3:30])=[O:28])[N:9]=2)=[CH:4][CH:3]=1. (4) Given the reactants [NH2:1][CH:2]([CH2:7][C:8]1[CH:13]=[CH:12][C:11]([CH2:14][CH3:15])=[C:10]([CH2:16][CH3:17])[CH:9]=1)[C:3]([O:5][CH3:6])=[O:4].[NH:18]1[CH2:23][CH2:22][CH:21]([N:24]2[CH2:30][CH2:29][C:28]3[CH:31]=[CH:32][CH:33]=[CH:34][C:27]=3[NH:26][C:25]2=[O:35])[CH2:20][CH2:19]1.C1C[O:39][CH2:38]C1, predict the reaction product. The product is: [CH2:16]([C:10]1[CH:9]=[C:8]([CH2:7][CH:2]([NH:1][C:38]([N:18]2[CH2:19][CH2:20][CH:21]([N:24]3[CH2:30][CH2:29][C:28]4[CH:31]=[CH:32][CH:33]=[CH:34][C:27]=4[NH:26][C:25]3=[O:35])[CH2:22][CH2:23]2)=[O:39])[C:3]([O:5][CH3:6])=[O:4])[CH:13]=[CH:12][C:11]=1[CH2:14][CH3:15])[CH3:17].